From a dataset of Full USPTO retrosynthesis dataset with 1.9M reactions from patents (1976-2016). Predict the reactants needed to synthesize the given product. (1) The reactants are: [NH:1]1[CH:5]=[C:4]([C:6]2[CH:11]=[C:10]([C:12]#[N:13])[CH:9]=[CH:8][N:7]=2)[N:3]=[CH:2]1.Br.Br[CH2:16][CH2:17][CH2:18][N:19]([CH3:21])[CH3:20]. Given the product [CH3:20][N:19]([CH3:21])[CH2:18][CH2:17][CH2:16][N:1]1[CH:5]=[C:4]([C:6]2[CH:11]=[C:10]([C:12]#[N:13])[CH:9]=[CH:8][N:7]=2)[N:3]=[CH:2]1, predict the reactants needed to synthesize it. (2) Given the product [C:16]([C:20]1[CH:25]=[CH:24][C:23]([C:2]2[C:15]3[C:10]([CH:9]=[C:8]4[C:3]=2[CH:4]=[CH:5][CH:6]=[CH:7]4)=[CH:11][CH:12]=[CH:13][CH:14]=3)=[CH:22][CH:21]=1)([CH3:19])([CH3:18])[CH3:17], predict the reactants needed to synthesize it. The reactants are: Br[C:2]1[C:3]2[C:8]([CH:9]=[C:10]3[C:15]=1[CH:14]=[CH:13][CH:12]=[CH:11]3)=[CH:7][CH:6]=[CH:5][CH:4]=2.[C:16]([C:20]1[CH:25]=[CH:24][C:23](B(O)O)=[CH:22][CH:21]=1)([CH3:19])([CH3:18])[CH3:17].C(=O)([O-])[O-].[K+].[K+]. (3) Given the product [F:1][C:2]1[CH:10]=[C:9]2[C:5]([CH2:6][C:7](=[O:11])[N:8]2[C:17]([O:16][C:13]([CH3:15])([CH3:14])[CH3:12])=[O:18])=[CH:4][CH:3]=1, predict the reactants needed to synthesize it. The reactants are: [F:1][C:2]1[CH:10]=[C:9]2[C:5]([CH2:6][C:7](=[O:11])[NH:8]2)=[CH:4][CH:3]=1.[CH3:12][C:13]([O:16][C:17](O[C:17]([O:16][C:13]([CH3:15])([CH3:14])[CH3:12])=[O:18])=[O:18])([CH3:15])[CH3:14].